Predict the product of the given reaction. From a dataset of Forward reaction prediction with 1.9M reactions from USPTO patents (1976-2016). (1) The product is: [Br:1][C:2]1[C:3]([CH3:10])=[C:4]([N:5]([CH3:6])[C:34]([C:24]23[CH2:33][CH:28]4[CH2:29][CH:30]([CH2:32][CH:26]([CH2:27]4)[CH2:25]2)[CH2:31]3)=[O:35])[CH:7]=[CH:8][CH:9]=1. Given the reactants [Br:1][C:2]1[C:3]([CH3:10])=[C:4]([CH:7]=[CH:8][CH:9]=1)[NH:5][CH3:6].C(N(C(C)C)CC)(C)C.ClCCCl.[C:24]12([C:34](Cl)=[O:35])[CH2:33][CH:28]3[CH2:29][CH:30]([CH2:32][CH:26]([CH2:27]3)[CH2:25]1)[CH2:31]2, predict the reaction product. (2) Given the reactants [C:1]([O:5][C:6](=[O:27])[NH:7][C:8]1[CH:13]=[C:12]([N:14]2[CH2:19][CH2:18][S:17][CH2:16][CH2:15]2)[C:11]([C:20]([F:23])([F:22])[F:21])=[CH:10][C:9]=1[N+:24]([O-])=O)([CH3:4])([CH3:3])[CH3:2].O.O.Cl[Sn]Cl, predict the reaction product. The product is: [C:1]([O:5][C:6](=[O:27])[NH:7][C:8]1[CH:13]=[C:12]([N:14]2[CH2:15][CH2:16][S:17][CH2:18][CH2:19]2)[C:11]([C:20]([F:21])([F:22])[F:23])=[CH:10][C:9]=1[NH2:24])([CH3:4])([CH3:2])[CH3:3].